Dataset: Reaction yield outcomes from USPTO patents with 853,638 reactions. Task: Predict the reaction yield, written as a fraction of the theoretical maximum amount of product (1.0 means a 100% yield; for example, 0.34 means a 34% yield). (1) The reactants are [Br:1][C:2]1[NH:6][CH:5]=[C:4]([C:7]([O:9][CH2:10][CH3:11])=[O:8])[C:3]=1[CH3:12].[H-].[Na+].I[CH3:16]. The catalyst is CN(C=O)C. The product is [Br:1][C:2]1[N:6]([CH3:16])[CH:5]=[C:4]([C:7]([O:9][CH2:10][CH3:11])=[O:8])[C:3]=1[CH3:12]. The yield is 0.780. (2) The reactants are [OH:1][C:2]([CH3:7])([CH3:6])[C:3](O)=[O:4].[Cl:8][C:9]1[CH:10]=[C:11]([NH:23][C:24]2[C:33]3[C:28](=[CH:29][CH:30]=[CH:31][C:32]=3[O:34][C@H:35]([CH3:39])[CH2:36][NH:37][CH3:38])[N:27]=[CH:26][N:25]=2)[CH:12]=[CH:13][C:14]=1[O:15][CH2:16][C:17]1[CH:22]=[CH:21][CH:20]=[CH:19][N:18]=1. No catalyst specified. The product is [Cl:8][C:9]1[CH:10]=[C:11]([NH:23][C:24]2[C:33]3[C:28](=[CH:29][CH:30]=[CH:31][C:32]=3[O:34][C@H:35]([CH3:39])[CH2:36][N:37]([CH3:38])[C:3](=[O:4])[C:2]([OH:1])([CH3:7])[CH3:6])[N:27]=[CH:26][N:25]=2)[CH:12]=[CH:13][C:14]=1[O:15][CH2:16][C:17]1[CH:22]=[CH:21][CH:20]=[CH:19][N:18]=1. The yield is 0.280. (3) The reactants are [NH2:1][C:2]1[C:11]2[C:6](=[C:7](Br)[CH:8]=[CH:9][CH:10]=2)[N:5]=[N:4][C:3]=1[C:13]([NH:15][CH2:16][CH2:17][CH3:18])=[O:14].[CH3:19][N:20]([CH3:30])[C:21]1[CH:22]=[C:23](B(O)O)[CH:24]=[CH:25][CH:26]=1. No catalyst specified. The product is [NH2:1][C:2]1[C:11]2[C:6](=[C:7]([C:25]3[CH:24]=[CH:23][CH:22]=[C:21]([N:20]([CH3:30])[CH3:19])[CH:26]=3)[CH:8]=[CH:9][CH:10]=2)[N:5]=[N:4][C:3]=1[C:13]([NH:15][CH2:16][CH2:17][CH3:18])=[O:14]. The yield is 0.886. (4) The reactants are [N:1]1([C:5]([C:7]2[S:15][C:14]3[C:9](=[N:10][CH:11]=[CH:12][C:13]=3Cl)[CH:8]=2)=[O:6])[CH2:4][CH2:3][CH2:2]1.[CH3:17][NH:18][C:19]([C:21]1[C:22]2[CH:31]=[CH:30][C:29]([OH:32])=[CH:28][C:23]=2[S:24][C:25]=1[CH2:26][CH3:27])=[O:20].C([O-])([O-])=O.[Cs+].[Cs+]. No catalyst specified. The product is [CH3:17][NH:18][C:19]([C:21]1[C:22]2[CH:31]=[CH:30][C:29]([O:32][C:13]3[CH:12]=[CH:11][N:10]=[C:9]4[CH:8]=[C:7]([C:5]([N:1]5[CH2:4][CH2:3][CH2:2]5)=[O:6])[S:15][C:14]=34)=[CH:28][C:23]=2[S:24][C:25]=1[CH2:26][CH3:27])=[O:20]. The yield is 0.520. (5) The reactants are [H-].[Na+].N[C:4]1C=CC=CC=1.[CH3:10][C:11]1[CH2:15][C:14]([CH3:16])=[C:13]([CH3:17])[C:12]=1[CH3:18].ClC[SiH:21]([C:29]1[CH:34]=[CH:33][C:32]([CH3:35])=[CH:31][CH:30]=1)[C:22]1[CH:27]=[CH:26][C:25]([CH3:28])=[CH:24][CH:23]=1.C(=O)([O-])O.[Na+].C(=O)([O-])[O-].[Na+].[Na+]. The catalyst is O1CCCC1.C1(C)C=CC=CC=1. The product is [CH3:18][C:12]1[C:11]([SiH:21]([C:29]2[CH:30]=[CH:31][C:32]([CH3:35])=[CH:33][CH:34]=2)[C:22]2[CH:23]=[CH:24][C:25]([CH3:28])=[CH:26][CH:27]=2)([CH3:10])[C:15]([CH3:4])=[C:14]([CH3:16])[C:13]=1[CH3:17]. The yield is 0.395. (6) The reactants are [CH:1]1[CH:2]=[CH:3][C:4]2[N:11]=[CH:10][NH:9][C:7](=O)[C:5]=2[CH:6]=1.C[Si](Br)(C)C.C(Cl)[Cl:18]. No catalyst specified. The product is [Cl:18][C:7]1[C:5]2[C:4](=[CH:3][CH:2]=[CH:1][CH:6]=2)[N:11]=[CH:10][N:9]=1. The yield is 1.00. (7) The reactants are [CH2:1]([N:8]1[C:12]([NH2:13])=[CH:11][CH:10]=[N:9]1)[C:2]1[CH:7]=[CH:6][CH:5]=[CH:4][CH:3]=1.[Si:14]([O:21][CH:22]1[CH2:27][CH2:26][C:25](=O)[CH2:24][CH2:23]1)([C:17]([CH3:20])([CH3:19])[CH3:18])([CH3:16])[CH3:15].C(O[BH-](OC(=O)C)OC(=O)C)(=O)C.[Na+]. The catalyst is C(O)(=O)C. The product is [CH2:1]([N:8]1[C:12]([NH:13][CH:25]2[CH2:26][CH2:27][CH:22]([O:21][Si:14]([C:17]([CH3:20])([CH3:19])[CH3:18])([CH3:15])[CH3:16])[CH2:23][CH2:24]2)=[CH:11][CH:10]=[N:9]1)[C:2]1[CH:3]=[CH:4][CH:5]=[CH:6][CH:7]=1. The yield is 0.0900. (8) The reactants are [CH3:1][O:2][C:3]1[CH:37]=[C:36]([O:38][CH3:39])[CH:35]=[CH:34][C:4]=1[CH2:5][N:6]([C:29]1[S:33][N:32]=[CH:31][N:30]=1)[S:7]([C:10]1[CH:18]=[C:17]2[C:13]([C:14](B3OC(C)(C)C(C)(C)O3)=[CH:15][N:16]2[CH3:19])=[CH:12][CH:11]=1)(=[O:9])=[O:8].P([O-])([O-])([O-])=O.[K+].[K+].[K+].[Br:48][C:49]1[CH:54]=[C:53]([C:55]([F:58])([F:57])[F:56])[CH:52]=[C:51](Br)[CH:50]=1. The catalyst is C1C=CC(P(C2C=CC=CC=2)[C-]2C=CC=C2)=CC=1.C1C=CC(P(C2C=CC=CC=2)[C-]2C=CC=C2)=CC=1.Cl[Pd]Cl.[Fe+2].C(Cl)Cl.CN(C=O)C. The product is [Br:48][C:49]1[CH:50]=[C:51]([C:14]2[C:13]3[C:17](=[CH:18][C:10]([S:7]([N:6]([CH2:5][C:4]4[CH:34]=[CH:35][C:36]([O:38][CH3:39])=[CH:37][C:3]=4[O:2][CH3:1])[C:29]4[S:33][N:32]=[CH:31][N:30]=4)(=[O:9])=[O:8])=[CH:11][CH:12]=3)[N:16]([CH3:19])[CH:15]=2)[CH:52]=[C:53]([C:55]([F:56])([F:57])[F:58])[CH:54]=1. The yield is 0.346. (9) The reactants are C(=O)([O-])[O-].[K+].[K+].[C:7]([O:11][C:12](=[O:25])[NH:13][CH2:14][CH2:15][N:16]1[CH2:23][CH:22]2[O:24][CH:18]([CH2:19][NH:20][CH2:21]2)[CH2:17]1)([CH3:10])([CH3:9])[CH3:8].Br[CH2:27][C:28]1[CH:35]=[CH:34][C:31]([C:32]#[N:33])=[CH:30][CH:29]=1.C(O)(=O)C.C(O)=O. The catalyst is C(#N)C. The product is [C:32]([C:31]1[CH:34]=[CH:35][C:28]([CH2:27][N:20]2[CH2:19][CH:18]3[O:24][CH:22]([CH2:23][N:16]([CH2:15][CH2:14][NH:13][C:12](=[O:25])[O:11][C:7]([CH3:10])([CH3:8])[CH3:9])[CH2:17]3)[CH2:21]2)=[CH:29][CH:30]=1)#[N:33]. The yield is 0.780.